This data is from Skin sensitization/reaction prediction data. The task is: Regression/Classification. Given a drug SMILES string, predict its toxicity properties. Task type varies by dataset: regression for continuous values (e.g., LD50, hERG inhibition percentage) or binary classification for toxic/non-toxic outcomes (e.g., AMES mutagenicity, cardiotoxicity, hepatotoxicity). Dataset: skin_reaction. (1) The compound is C=CC(=O)OCC(CC)CCCC. The result is 1 (causes skin reaction). (2) The molecule is C=C1CC(C)(C)OC1=O. The result is 1 (causes skin reaction). (3) The molecule is CCC=CC=CC=O. The result is 1 (causes skin reaction). (4) The drug is CC(O)C(=O)O. The result is 0 (no skin reaction). (5) The result is 1 (causes skin reaction). The molecule is CCCCCCCCCCCCCCCC1=NC(C)(C)C(=O)O1. (6) The compound is O=C(OCc1ccccc1)c1ccccc1. The result is 1 (causes skin reaction).